From a dataset of Full USPTO retrosynthesis dataset with 1.9M reactions from patents (1976-2016). Predict the reactants needed to synthesize the given product. (1) Given the product [OH:14][CH2:13][C:11]1[CH:10]=[CH:9][C:6]2[C:7]([CH3:8])=[C:3]([C:1]#[N:2])[O:4][C:5]=2[CH:12]=1, predict the reactants needed to synthesize it. The reactants are: [C:1]([C:3]1[O:4][C:5]2[CH:12]=[C:11]([C:13]([O-])=[O:14])[CH:10]=[CH:9][C:6]=2[C:7]=1[CH3:8])#[N:2].[Cl-].[Cl-].[Ca+2].[BH4-].[Na+].Cl. (2) Given the product [Si:15]([O:1][CH:2]([C@H:5]1[O:9][C:8](=[O:10])[CH2:7][CH2:6]1)[CH2:3][CH3:4])([C:11]([CH3:14])([CH3:13])[CH3:12])([C:22]1[CH:23]=[CH:24][CH:25]=[CH:26][CH:27]=1)[C:16]1[CH:21]=[CH:20][CH:19]=[CH:18][CH:17]=1, predict the reactants needed to synthesize it. The reactants are: [OH:1][CH:2]([C@H:5]1[O:9][C:8](=[O:10])[CH2:7][CH2:6]1)[CH2:3][CH3:4].[C:11]([Si:15](Cl)([C:22]1[CH:27]=[CH:26][CH:25]=[CH:24][CH:23]=1)[C:16]1[CH:21]=[CH:20][CH:19]=[CH:18][CH:17]=1)([CH3:14])([CH3:13])[CH3:12].N1C=CN=C1. (3) The reactants are: [OH-].[Na+].[C:3]1(C)[C:4]([S:9]([CH2:12][N+:13]#[C-:14])(=[O:11])=[O:10])=[CH:5][CH:6]=[CH:7][CH:8]=1.Br[CH2:17][C:18]1[C:23]([C:24]2[C:25]([CH2:32]Br)=[N:26][C:27]([O:30][CH3:31])=[CH:28][CH:29]=2)=[CH:22][CH:21]=[CH:20][C:19]=1[N:34]1[N:43]=[CH:42][C:41]2[C:36](=[C:37]([F:48])[CH:38]=[C:39]([C:44]([CH3:47])([CH3:46])[CH3:45])[CH:40]=2)[C:35]1=[O:49].Cl[CH2:51]Cl. Given the product [C:44]([C:39]1[CH:40]=[C:41]2[C:36](=[C:37]([F:48])[CH:38]=1)[C:35](=[O:49])[N:34]([C:19]1[C:18]3[CH2:17][C:12]([N+:13]#[C-:14])([S:9]([C:4]4[CH:3]=[CH:8][C:7]([CH3:51])=[CH:6][CH:5]=4)(=[O:10])=[O:11])[CH2:32][C:25]4[C:24]([C:23]=3[CH:22]=[CH:21][CH:20]=1)=[CH:29][CH:28]=[C:27]([O:30][CH3:31])[N:26]=4)[N:43]=[CH:42]2)([CH3:46])([CH3:47])[CH3:45], predict the reactants needed to synthesize it. (4) Given the product [NH2:36][C:37]1[N:41]([CH:11]2[CH2:16][CH2:15][N:14]([C:17]3[CH:22]=[CH:21][C:20]([N:23]4[CH2:27][C@H:26]([CH2:28][NH:29][C:30](=[O:32])[CH3:31])[O:25][C:24]4=[O:33])=[CH:19][C:18]=3[F:34])[CH2:13][CH2:12]2)[N:40]=[N:39][N:38]=1, predict the reactants needed to synthesize it. The reactants are: C1(C)C=CC(S(O[CH:11]2[CH2:16][CH2:15][N:14]([C:17]3[CH:22]=[CH:21][C:20]([N:23]4[CH2:27][C@H:26]([CH2:28][NH:29][C:30](=[O:32])[CH3:31])[O:25][C:24]4=[O:33])=[CH:19][C:18]=3[F:34])[CH2:13][CH2:12]2)(=O)=O)=CC=1.[NH2:36][C:37]1[NH:41][N:40]=[N:39][N:38]=1.C([O-])([O-])=O.[K+].[K+]. (5) Given the product [CH3:38][O:37][C:34]1[N:33]=[CH:32][C:31]2[N:30]=[CH:29][N:28]([C:26]3[S:25][C:24]([C:39]([O:41][CH3:42])=[O:40])=[C:23]([O:22][CH2:50][C:51]4[CH:56]=[CH:55][CH:54]=[CH:53][C:52]=4[C:57]([F:58])([F:59])[F:60])[CH:27]=3)[C:36]=2[CH:35]=1, predict the reactants needed to synthesize it. The reactants are: OC1C=C(N2C3C=NC(OC)=CC=3N=C2)SC=1C(OC)=O.[OH:22][C:23]1[CH:27]=[C:26]([N:28]2[C:36]3[CH:35]=[C:34]([O:37][CH3:38])[N:33]=[CH:32][C:31]=3[N:30]=[CH:29]2)[S:25][C:24]=1[C:39]([O:41][CH3:42])=[O:40].C([O-])([O-])=O.[K+].[K+].Br[CH2:50][C:51]1[CH:56]=[CH:55][CH:54]=[CH:53][C:52]=1[C:57]([F:60])([F:59])[F:58]. (6) Given the product [CH2:1]([O:8][C:9]1[CH:10]=[CH:11][C:12]([N:15]2[CH2:20][CH2:19][N:18]([CH2:22][C:23]3[NH:27][C:26]4[CH:28]=[CH:29][CH:30]=[CH:31][C:25]=4[N:24]=3)[CH2:17][CH2:16]2)=[N:13][CH:14]=1)[C:2]1[CH:3]=[CH:4][CH:5]=[CH:6][CH:7]=1, predict the reactants needed to synthesize it. The reactants are: [CH2:1]([O:8][C:9]1[CH:10]=[CH:11][C:12]([N:15]2[CH2:20][CH2:19][NH:18][CH2:17][CH2:16]2)=[N:13][CH:14]=1)[C:2]1[CH:7]=[CH:6][CH:5]=[CH:4][CH:3]=1.Cl[CH2:22][C:23]1[NH:27][C:26]2[CH:28]=[CH:29][CH:30]=[CH:31][C:25]=2[N:24]=1.C(#N)C.[NH4+].[OH-].